This data is from Reaction yield outcomes from USPTO patents with 853,638 reactions. The task is: Predict the reaction yield, written as a fraction of the theoretical maximum amount of product (1.0 means a 100% yield; for example, 0.34 means a 34% yield). (1) The reactants are [Cl:1][C:2]1[N:7]=[CH:6][C:5](I)=[CH:4][N:3]=1.[C:9]([C:11]1[CH:16]=[CH:15][C:14]([F:17])=[CH:13][CH:12]=1)#[CH:10].C(N(CC)CC)C. The catalyst is C1COCC1.C1C=CC(P(C2C=CC=CC=2)C2C=CC=CC=2)=CC=1.C1C=CC(P(C2C=CC=CC=2)C2C=CC=CC=2)=CC=1.Cl[Pd]Cl.[Cu]I. The product is [Cl:1][C:2]1[N:7]=[CH:6][C:5]([C:10]#[C:9][C:11]2[CH:16]=[CH:15][C:14]([F:17])=[CH:13][CH:12]=2)=[CH:4][N:3]=1. The yield is 0.870. (2) The reactants are [NH2:1][C:2]1[CH:7]=[CH:6][C:5]([C:8]2[CH:13]=[CH:12][C:11]([C:14](=[O:23])[CH2:15][C:16]([CH3:22])([CH3:21])[C:17]([O:19]C)=[O:18])=[CH:10][CH:9]=2)=[CH:4][CH:3]=1.[CH3:24][C:25]1[CH:37]=[CH:36][C:28]2[N:29]=[C:30](S(C)(=O)=O)[O:31][C:27]=2[CH:26]=1.[OH-].[Na+].Cl. The catalyst is ClC(Cl)C.CO. The product is [CH3:21][C:16]([CH3:22])([CH2:15][C:14]([C:11]1[CH:10]=[CH:9][C:8]([C:5]2[CH:4]=[CH:3][C:2]([NH:1][C:30]3[O:31][C:27]4[CH:26]=[C:25]([CH3:24])[CH:37]=[CH:36][C:28]=4[N:29]=3)=[CH:7][CH:6]=2)=[CH:13][CH:12]=1)=[O:23])[C:17]([OH:19])=[O:18]. The yield is 0.321. (3) The reactants are Cl.[N:2]1[CH:7]=[CH:6][CH:5]=[CH:4][C:3]=1[C:8]1([CH2:13][C:14]([NH2:16])=[NH:15])[CH2:12][CH2:11][CH2:10][CH2:9]1.[C:17]([O:21][C:22](=[O:37])/[C:23](/O)=[C:24](\[O:28][CH2:29][C:30]1[CH:35]=[CH:34][CH:33]=[CH:32][CH:31]=1)/[C:25](O)=[O:26])([CH3:20])([CH3:19])[CH3:18].C[O-].[Na+]. The catalyst is CO. The product is [C:17]([O:21][C:22]([C:23]1[C:24]([O:28][CH2:29][C:30]2[CH:35]=[CH:34][CH:33]=[CH:32][CH:31]=2)=[C:25]([OH:26])[N:16]=[C:14]([CH2:13][C:8]2([C:3]3[CH:4]=[CH:5][CH:6]=[CH:7][N:2]=3)[CH2:12][CH2:11][CH2:10][CH2:9]2)[N:15]=1)=[O:37])([CH3:20])([CH3:18])[CH3:19]. The yield is 0.730.